This data is from Peptide-MHC class II binding affinity with 134,281 pairs from IEDB. The task is: Regression. Given a peptide amino acid sequence and an MHC pseudo amino acid sequence, predict their binding affinity value. This is MHC class II binding data. (1) The peptide sequence is TIGTSVEESEMFMPR. The MHC is DRB3_0202 with pseudo-sequence DRB3_0202. The binding affinity (normalized) is 0. (2) The peptide sequence is MGDDHFWAVRGGGGE. The MHC is DRB1_1101 with pseudo-sequence DRB1_1101. The binding affinity (normalized) is 0.460. (3) The peptide sequence is TVPRTKYTATISGLK. The MHC is DRB1_0802 with pseudo-sequence DRB1_0802. The binding affinity (normalized) is 0.351. (4) The binding affinity (normalized) is 0. The MHC is DRB1_1001 with pseudo-sequence DRB1_1001. The peptide sequence is LCSDKQPCNGVTMND. (5) The binding affinity (normalized) is 0.206. The MHC is DRB1_1101 with pseudo-sequence DRB1_1101. The peptide sequence is YISAIVQGERMDEPIPA.